This data is from Full USPTO retrosynthesis dataset with 1.9M reactions from patents (1976-2016). The task is: Predict the reactants needed to synthesize the given product. (1) Given the product [NH2:18][C:10]1[O:11][C@H:12]([C:14]([F:17])([F:15])[F:16])[CH2:13][C@:8]([C:6]2[CH:7]=[C:2]([NH:1][C:32]([C:29]3[CH:28]=[N:27][C:26]([O:25][CH2:24][CH:23]([F:35])[F:22])=[CH:31][N:30]=3)=[O:33])[CH:3]=[CH:4][C:5]=2[F:21])([CH2:19][F:20])[N:9]=1, predict the reactants needed to synthesize it. The reactants are: [NH2:1][C:2]1[CH:3]=[CH:4][C:5]([F:21])=[C:6]([C@:8]2([CH2:19][F:20])[CH2:13][C@@H:12]([C:14]([F:17])([F:16])[F:15])[O:11][C:10]([NH2:18])=[N:9]2)[CH:7]=1.[F:22][CH:23]([F:35])[CH2:24][O:25][C:26]1[N:27]=[CH:28][C:29]([C:32](O)=[O:33])=[N:30][CH:31]=1. (2) Given the product [CH2:10]([NH:9][CH2:8][C:7]1[CH:6]=[CH:5][C:4]([O:3][C:2]([F:1])([F:15])[F:16])=[CH:14][CH:13]=1)[CH3:11], predict the reactants needed to synthesize it. The reactants are: [F:1][C:2]([F:16])([F:15])[O:3][C:4]1[CH:14]=[CH:13][C:7]([CH2:8][NH:9][C:10](=O)[CH3:11])=[CH:6][CH:5]=1.B. (3) Given the product [I-:2].[I-:2].[I-:2].[CH3:31][N:32]([CH3:33])[C:8]1[CH:7]=[CH:6][C:19]2[C:10]([CH:9]=1)=[S+:11][C:12]1[C:17](=[CH:16][CH:15]=[CH:14][CH:13]=1)[N:18]=2.[CH3:59][N:60]([C:36]1[CH:35]=[CH:34][C:47]2[C:38]([CH:37]=1)=[S+:39][C:40]1[C:45](=[CH:44][CH:43]=[CH:42][CH:41]=1)[N:46]=2)[CH3:61].[CH3:62][N:63]([C:22]1[CH:21]=[CH:20][C:33]2[C:24]([CH:23]=1)=[S+:25][C:26]1[C:31](=[CH:30][CH:29]=[CH:28][CH:27]=1)[N:32]=2)[CH3:64], predict the reactants needed to synthesize it. The reactants are: O.[I-:2].[I-].[I-].[I-].[CH:6]1[C:19]2[C:10](=[S+:11][C:12]3[C:17]([N:18]=2)=[CH:16][CH:15]=[CH:14][CH:13]=3)[CH:9]=[CH:8][CH:7]=1.[CH:20]1[C:33]2[C:24](=[S+:25][C:26]3[C:31]([N:32]=2)=[CH:30][CH:29]=[CH:28][CH:27]=3)[CH:23]=[CH:22][CH:21]=1.[CH:34]1[C:47]2[C:38](=[S+:39][C:40]3[C:45]([N:46]=2)=[CH:44][CH:43]=[CH:42][CH:41]=3)[CH:37]=[CH:36][CH:35]=1.C1[C:61]2C(=[S+]C3[C:59]([N:60]=2)=CC=CC=3)C=CC=1.[CH3:62][NH:63][CH3:64]. (4) Given the product [Br-:1].[CH3:18][N:9]([CH:10]=[N:11][C:12]1[S:13][C:14]([CH3:17])=[CH:15][N+:16]=1[CH2:2][C:3]([O:5][CH2:6][CH3:7])=[O:4])[CH3:8], predict the reactants needed to synthesize it. The reactants are: [Br:1][CH2:2][C:3]([O:5][CH2:6][CH3:7])=[O:4].[CH3:8][N:9]([CH3:18])[CH:10]=[N:11][C:12]1[S:13][C:14]([CH3:17])=[CH:15][N:16]=1. (5) The reactants are: [CH3:1][C:2]1[C:8]([N:9]2[CH2:14][CH2:13][O:12][CH2:11][CH2:10]2)=[CH:7][CH:6]=[C:5]([CH3:15])[C:3]=1[NH2:4].[F:16][B-](F)(F)F.F[N+]1C(C)=CC(C)=CC=1C.C(=O)(O)[O-].[Na+]. Given the product [F:16][C:7]1[CH:6]=[C:5]([CH3:15])[C:3]([NH2:4])=[C:2]([CH3:1])[C:8]=1[N:9]1[CH2:14][CH2:13][O:12][CH2:11][CH2:10]1, predict the reactants needed to synthesize it. (6) Given the product [Cl:20][C:21]1[CH:22]=[CH:23][C:24]([C:27]([C:11]2[N:7]([CH3:6])[CH:8]=[N:9][CH:10]=2)([C:29]2[CH:30]=[C:31]3[C:36](=[CH:37][CH:38]=2)[N:35]2[CH:39]=[CH:40][N:41]=[C:34]2[CH:33]=[C:32]3[C:42]2[CH:43]=[CH:44][CH:45]=[CH:46][CH:47]=2)[OH:28])=[CH:25][CH:26]=1, predict the reactants needed to synthesize it. The reactants are: C([Li])CCC.[CH3:6][N:7]1[CH:11]=[CH:10][N:9]=[CH:8]1.Cl[Si](CC)(CC)CC.[Cl:20][C:21]1[CH:26]=[CH:25][C:24]([C:27]([C:29]2[CH:30]=[C:31]3[C:36](=[CH:37][CH:38]=2)[N:35]2[CH:39]=[CH:40][N:41]=[C:34]2[CH:33]=[C:32]3[C:42]2[CH:47]=[CH:46][CH:45]=[CH:44][CH:43]=2)=[O:28])=[CH:23][CH:22]=1.